This data is from Forward reaction prediction with 1.9M reactions from USPTO patents (1976-2016). The task is: Predict the product of the given reaction. Given the reactants [NH2:1][C:2]1[C:11]([N+:12]([O-])=O)=[CH:10][CH:9]=[CH:8][C:3]=1[C:4]([O:6][CH3:7])=[O:5].[CH:15](O)=O, predict the reaction product. The product is: [NH:12]1[C:11]2[CH:10]=[CH:9][CH:8]=[C:3]([C:4]([O:6][CH3:7])=[O:5])[C:2]=2[N:1]=[CH:15]1.